The task is: Regression. Given a peptide amino acid sequence and an MHC pseudo amino acid sequence, predict their binding affinity value. This is MHC class I binding data.. This data is from Peptide-MHC class I binding affinity with 185,985 pairs from IEDB/IMGT. (1) The peptide sequence is RMMETWHPL. The MHC is HLA-A30:01 with pseudo-sequence HLA-A30:01. The binding affinity (normalized) is 0.686. (2) The MHC is HLA-A26:01 with pseudo-sequence HLA-A26:01. The binding affinity (normalized) is 0.613. The peptide sequence is FVKDWMDRI. (3) The peptide sequence is LHDAIMVEL. The MHC is HLA-A69:01 with pseudo-sequence HLA-A69:01. The binding affinity (normalized) is 0.0847. (4) The peptide sequence is EVIPYTPAM. The MHC is HLA-B51:01 with pseudo-sequence HLA-B51:01. The binding affinity (normalized) is 0.0847. (5) The peptide sequence is EENLLDFVRF. The MHC is HLA-B40:02 with pseudo-sequence HLA-B40:02. The binding affinity (normalized) is 0.525. (6) The peptide sequence is SSIRSFVLQY. The MHC is HLA-B35:01 with pseudo-sequence HLA-B35:01. The binding affinity (normalized) is 0.157. (7) The peptide sequence is GLIQYPTAW. The MHC is HLA-A02:11 with pseudo-sequence HLA-A02:11. The binding affinity (normalized) is 0.0847.